Task: Regression. Given two drug SMILES strings and cell line genomic features, predict the synergy score measuring deviation from expected non-interaction effect.. Dataset: NCI-60 drug combinations with 297,098 pairs across 59 cell lines (1) Drug 1: C1=CC(=CC=C1CCC2=CNC3=C2C(=O)NC(=N3)N)C(=O)NC(CCC(=O)O)C(=O)O. Drug 2: C1=CN(C=N1)CC(O)(P(=O)(O)O)P(=O)(O)O. Cell line: SF-539. Synergy scores: CSS=26.1, Synergy_ZIP=-0.138, Synergy_Bliss=-1.86, Synergy_Loewe=-9.03, Synergy_HSA=0.477. (2) Drug 1: CS(=O)(=O)OCCCCOS(=O)(=O)C. Drug 2: C1CC(=O)NC(=O)C1N2C(=O)C3=CC=CC=C3C2=O. Cell line: OVCAR3. Synergy scores: CSS=3.44, Synergy_ZIP=4.13, Synergy_Bliss=12.6, Synergy_Loewe=1.79, Synergy_HSA=4.01.